This data is from Forward reaction prediction with 1.9M reactions from USPTO patents (1976-2016). The task is: Predict the product of the given reaction. (1) The product is: [S:1]1[CH2:6][CH2:5][CH:4]([C:7]2[CH:8]=[CH:9][C:10]([NH2:13])=[CH:11][CH:12]=2)[CH2:3][CH2:2]1. Given the reactants [S:1]1[CH2:6][CH:5]=[C:4]([C:7]2[CH:12]=[CH:11][C:10]([NH2:13])=[CH:9][CH:8]=2)[CH2:3][CH2:2]1, predict the reaction product. (2) Given the reactants [N:1]1[C:8]([Cl:9])=[N:7][C:5]([Cl:6])=[N:4][C:2]=1Cl.[Cl:10][C:11]1[CH:12]=[C:13]([NH2:18])[CH:14]=[CH:15][C:16]=1[F:17].CCN(CC)CC, predict the reaction product. The product is: [Cl:10][C:11]1[CH:12]=[C:13]([NH:18][C:2]2[N:1]=[C:8]([Cl:9])[N:7]=[C:5]([Cl:6])[N:4]=2)[CH:14]=[CH:15][C:16]=1[F:17]. (3) Given the reactants [C:12]([O:11][C:9](O[C:9]([O:11][C:12]([CH3:15])([CH3:14])[CH3:13])=[O:10])=[O:10])([CH3:15])([CH3:14])[CH3:13].[NH2:16][CH2:17][C:18]1[NH:19][CH:20]=[C:21]([C:23]([OH:25])=[O:24])[N:22]=1.CCN(C(C)C)C(C)C.[OH-].[Na+], predict the reaction product. The product is: [C:12]([O:11][C:9]([NH:16][CH2:17][C:18]1[NH:19][CH:20]=[C:21]([C:23]([OH:25])=[O:24])[N:22]=1)=[O:10])([CH3:13])([CH3:14])[CH3:15]. (4) Given the reactants [Br:1][C:2]1[CH:3]=[C:4]([CH:7]=[CH:8][C:9]=1[F:10])[CH:5]=O.C(O)(=O)C.[NH:15]1[CH2:20][CH2:19][O:18][CH2:17][CH2:16]1.C(O[BH-](OC(=O)C)OC(=O)C)(=O)C.[Na+], predict the reaction product. The product is: [Br:1][C:2]1[CH:3]=[C:4]([CH:7]=[CH:8][C:9]=1[F:10])[CH2:5][N:15]1[CH2:20][CH2:19][O:18][CH2:17][CH2:16]1. (5) The product is: [S:1]1[C:5]2[CH:6]=[CH:7][CH:8]=[CH:9][C:4]=2[N:3]=[C:2]1[C:10]1[CH:15]=[C:14]([Si:29]([C:30]2[CH:31]=[CH:32][CH:33]=[CH:34][CH:35]=2)([C:36]2[CH:41]=[CH:40][CH:39]=[CH:38][CH:37]=2)[C:23]2[CH:24]=[CH:25][CH:26]=[CH:27][CH:28]=2)[CH:13]=[CH:12][C:11]=1[OH:17]. Given the reactants [S:1]1[C:5]2[CH:6]=[CH:7][CH:8]=[CH:9][C:4]=2[N:3]=[C:2]1[C:10]1[CH:15]=[C:14](Br)[CH:13]=[CH:12][C:11]=1[OH:17].[Li]CCCC.[C:23]1([Si:29](Cl)([C:36]2[CH:41]=[CH:40][CH:39]=[CH:38][CH:37]=2)[C:30]2[CH:35]=[CH:34][CH:33]=[CH:32][CH:31]=2)[CH:28]=[CH:27][CH:26]=[CH:25][CH:24]=1, predict the reaction product.